From a dataset of NCI-60 drug combinations with 297,098 pairs across 59 cell lines. Regression. Given two drug SMILES strings and cell line genomic features, predict the synergy score measuring deviation from expected non-interaction effect. Drug 1: C1CCC(C1)C(CC#N)N2C=C(C=N2)C3=C4C=CNC4=NC=N3. Drug 2: C1CN(CCN1C(=O)CCBr)C(=O)CCBr. Cell line: SK-MEL-28. Synergy scores: CSS=-5.46, Synergy_ZIP=0.378, Synergy_Bliss=-2.01, Synergy_Loewe=-9.07, Synergy_HSA=-6.40.